This data is from Forward reaction prediction with 1.9M reactions from USPTO patents (1976-2016). The task is: Predict the product of the given reaction. (1) Given the reactants [NH2:1][C:2]1[S:6][C:5]([CH2:7][CH2:8][C:9]([O:11][CH2:12][CH3:13])=[O:10])=[C:4]([C:14]2[CH:19]=[CH:18][CH:17]=[CH:16][CH:15]=2)[CH:3]=1.[CH2:20]([O:22][C:23]1[C:28]([O:29][CH2:30]C)=[CH:27][C:26]([C:32](=[O:38])[CH2:33][CH2:34][C:35](O)=[O:36])=[C:25](C)[CH:24]=1)C.C1C=CC2N(O)N=NC=2C=1.CCN=C=NCCCN(C)C, predict the reaction product. The product is: [CH3:30][O:29][C:28]1[CH:27]=[C:26]([C:32](=[O:38])[CH2:33][CH2:34][C:35]([NH:1][C:2]2[S:6][C:5]([CH2:7][CH2:8][C:9]([O:11][CH2:12][CH3:13])=[O:10])=[C:4]([C:14]3[CH:15]=[CH:16][CH:17]=[CH:18][CH:19]=3)[CH:3]=2)=[O:36])[CH:25]=[CH:24][C:23]=1[O:22][CH3:20]. (2) Given the reactants Br[C:2]1[CH:7]=[C:6]([O:8][CH3:9])[C:5]([O:10][CH3:11])=[C:4]([O:12][CH3:13])[CH:3]=1.C([O-])([O-])=O.[K+].[K+].[C:20]1([S:26]([N:29]2[C:37]3[C:32](=[CH:33][C:34]([F:38])=[CH:35][CH:36]=3)[CH:31]=[C:30]2[C:39]2[CH:40]=[C:41]([CH:44]=[CH:45][CH:46]=2)[CH:42]=[O:43])(=[O:28])=[O:27])[CH:25]=[CH:24][CH:23]=[CH:22][CH:21]=1, predict the reaction product. The product is: [C:20]1([S:26]([N:29]2[C:37]3[C:32](=[CH:33][C:34]([F:38])=[CH:35][CH:36]=3)[CH:31]=[C:30]2[C:39]2[CH:40]=[C:41]([CH:42]([C:2]3[CH:7]=[C:6]([O:8][CH3:9])[C:5]([O:10][CH3:11])=[C:4]([O:12][CH3:13])[CH:3]=3)[OH:43])[CH:44]=[CH:45][CH:46]=2)(=[O:28])=[O:27])[CH:21]=[CH:22][CH:23]=[CH:24][CH:25]=1. (3) Given the reactants [OH:1][CH:2]1[CH2:7][CH2:6][N:5]([C:8]([O:10][C:11]2[CH:12]=[N:13][CH:14]=[CH:15][CH:16]=2)=[O:9])[CH2:4][CH2:3]1.C(N(CC)CC)C.[CH3:24][S:25](Cl)(=[O:27])=[O:26], predict the reaction product. The product is: [CH3:24][S:25]([O:1][CH:2]1[CH2:3][CH2:4][N:5]([C:8]([O:10][C:11]2[CH:12]=[N:13][CH:14]=[CH:15][CH:16]=2)=[O:9])[CH2:6][CH2:7]1)(=[O:27])=[O:26]. (4) Given the reactants [N:1]([C@H:4]([C:16]1[CH:17]=[N:18][CH:19]=[C:20]([Br:22])[CH:21]=1)[C@:5]([C:8]1[CH:13]=[C:12]([F:14])[CH:11]=[CH:10][C:9]=1[F:15])([OH:7])[CH3:6])=[N+]=[N-].CP(C)C, predict the reaction product. The product is: [NH2:1][C@H:4]([C:16]1[CH:17]=[N:18][CH:19]=[C:20]([Br:22])[CH:21]=1)[C@:5]([C:8]1[CH:13]=[C:12]([F:14])[CH:11]=[CH:10][C:9]=1[F:15])([OH:7])[CH3:6]. (5) The product is: [CH:7]1[N:8]=[C:9]([C:11]([O:13][CH2:14][CH3:15])=[O:12])[N:1]2[CH:6]=[CH:5][CH:4]=[CH:3][C:2]=12. Given the reactants [N:1]1[CH:6]=[CH:5][CH:4]=[CH:3][C:2]=1[CH2:7][NH:8][C:9]([C:11]([O:13][CH2:14][CH3:15])=[O:12])=O.O=P12OP3(OP(OP(O3)(O1)=O)(=O)O2)=O, predict the reaction product. (6) Given the reactants [NH:1]1[C:9]2[C:4](=[CH:5][C:6]([NH:10][C:11]3[CH:16]=[CH:15][N:14]=[C:13]([C:17]4[CH:18]=[C:19]([CH:25]=[CH:26][CH:27]=4)[O:20][CH2:21][C:22](O)=[O:23])[N:12]=3)=[CH:7][CH:8]=2)[CH:3]=[N:2]1.[C:28]([O:32][C:33]([N:35]1[CH2:39][CH2:38][CH:37]([NH2:40])[CH2:36]1)=[O:34])([CH3:31])([CH3:30])[CH3:29].CN(C(ON1N=NC2C=CC=NC1=2)=[N+](C)C)C.F[P-](F)(F)(F)(F)F.CCN(CC)CC, predict the reaction product. The product is: [NH:1]1[C:9]2[C:4](=[CH:5][C:6]([NH:10][C:11]3[CH:16]=[CH:15][N:14]=[C:13]([C:17]4[CH:18]=[C:19]([CH:25]=[CH:26][CH:27]=4)[O:20][CH2:21][C:22]([NH:40][C@H:37]4[CH2:38][CH2:39][N:35]([C:33]([O:32][C:28]([CH3:31])([CH3:29])[CH3:30])=[O:34])[CH2:36]4)=[O:23])[N:12]=3)=[CH:7][CH:8]=2)[CH:3]=[N:2]1.